Dataset: Forward reaction prediction with 1.9M reactions from USPTO patents (1976-2016). Task: Predict the product of the given reaction. (1) Given the reactants [CH2:1]([O:3][CH2:4][C:5]12O[CH:8]([CH:9]=[CH:10]1)[CH:7]1[C:12]([O:14][C:15](=[O:16])[CH:6]21)=[O:13])[CH3:2].C[O-:18].[Na+:19], predict the reaction product. The product is: [Na+:19].[Na+:19].[CH2:1]([O:3][CH2:4][C:5]1[CH:10]=[CH:9][CH:8]=[C:7]([C:12]([O-:18])=[O:13])[C:6]=1[C:15]([O-:14])=[O:16])[CH3:2]. (2) Given the reactants C[O:2][CH:3](OC)[CH:4]1[O:8][N:7]=[C:6]([C:9]2[CH:27]=[CH:26][C:12]([O:13][CH2:14][C:15]3[C:24]4[C:19](=[CH:20][CH:21]=[CH:22][CH:23]=4)[N:18]=[C:17]([CH3:25])[CH:16]=3)=[CH:11][CH:10]=2)[CH2:5]1.Cl, predict the reaction product. The product is: [CH3:25][C:17]1[CH:16]=[C:15]([CH2:14][O:13][C:12]2[CH:26]=[CH:27][C:9]([C:6]3[CH2:5][CH:4]([CH:3]=[O:2])[O:8][N:7]=3)=[CH:10][CH:11]=2)[C:24]2[C:19](=[CH:20][CH:21]=[CH:22][CH:23]=2)[N:18]=1. (3) Given the reactants [CH3:1][O:2][CH2:3][CH2:4][N:5]1[CH2:9][CH2:8][C@H:7]([NH:10][C:11]2[CH:16]=[CH:15][C:14]([NH:17][C:18]3[N:26]=[C:25]4[C:21]([N:22]=[CH:23][N:24]4C4CCCCO4)=[C:20]([O:33][C:34]4[CH:35]=[C:36]([NH:40][C:41](=[O:44])[CH:42]=[CH2:43])[CH:37]=[CH:38][CH:39]=4)[N:19]=3)=[CH:13][CH:12]=2)[CH2:6]1.Cl, predict the reaction product. The product is: [CH3:1][O:2][CH2:3][CH2:4][N:5]1[CH2:9][CH2:8][C@H:7]([NH:10][C:11]2[CH:12]=[CH:13][C:14]([NH:17][C:18]3[N:26]=[C:25]4[C:21]([N:22]=[CH:23][NH:24]4)=[C:20]([O:33][C:34]4[CH:35]=[C:36]([NH:40][C:41](=[O:44])[CH:42]=[CH2:43])[CH:37]=[CH:38][CH:39]=4)[N:19]=3)=[CH:15][CH:16]=2)[CH2:6]1. (4) Given the reactants [C:1]([C:5]1[CH:9]=[C:8]([NH2:10])[N:7]([C:11]2[CH:12]=[N:13][N:14]([CH2:16][CH2:17][O:18][CH:19]3[CH2:24][CH2:23][CH2:22][CH2:21][O:20]3)[CH:15]=2)[N:6]=1)([CH3:4])([CH3:3])[CH3:2].[OH-].[Na+].Cl[C:28]([O:30][CH2:31][C:32]([Cl:35])([Cl:34])[Cl:33])=[O:29], predict the reaction product. The product is: [Cl:33][C:32]([Cl:35])([Cl:34])[CH2:31][O:30][C:28](=[O:29])[NH:10][C:8]1[N:7]([C:11]2[CH:12]=[N:13][N:14]([CH2:16][CH2:17][O:18][CH:19]3[CH2:24][CH2:23][CH2:22][CH2:21][O:20]3)[CH:15]=2)[N:6]=[C:5]([C:1]([CH3:4])([CH3:2])[CH3:3])[CH:9]=1. (5) Given the reactants Br[C:2]1[CH:3]=[CH:4][C:5]2[N:6]([N:8]=[C:9]([C:11]([CH3:14])([CH3:13])[CH3:12])[CH:10]=2)[CH:7]=1.[C:15]1([C:21]#[CH:22])[CH:20]=[CH:19][CH:18]=[CH:17][CH:16]=1, predict the reaction product. The product is: [C:11]([C:9]1[CH:10]=[C:5]2[CH:4]=[CH:3][C:2]([C:22]#[C:21][C:15]3[CH:20]=[CH:19][CH:18]=[CH:17][CH:16]=3)=[CH:7][N:6]2[N:8]=1)([CH3:14])([CH3:13])[CH3:12].